From a dataset of Reaction yield outcomes from USPTO patents with 853,638 reactions. Predict the reaction yield, written as a fraction of the theoretical maximum amount of product (1.0 means a 100% yield; for example, 0.34 means a 34% yield). (1) The reactants are [N:1]1[C:10]2[C:5](=[CH:6][CH:7]=[CH:8][CH:9]=2)[CH:4]=[C:3]([NH2:11])[CH:2]=1.[CH2:12]([N:19]1[CH2:27][C:26]2[C:25](Cl)=[N:24][CH:23]=[N:22][C:21]=2[CH2:20]1)[C:13]1[CH:18]=[CH:17][CH:16]=[CH:15][CH:14]=1.CC(C)([O-])C.[Na+].C1(C)C=CC=CC=1. The catalyst is O.CCOC(C)=O.C([O-])(=O)C.[Pd+2].C([O-])(=O)C.C1(P(C2CCCCC2)C2C=CC=CC=2C2C=CC=CC=2)CCCCC1. The product is [CH2:12]([N:19]1[CH2:27][C:26]2[C:25]([NH:11][C:3]3[CH:2]=[N:1][C:10]4[C:5]([CH:4]=3)=[CH:6][CH:7]=[CH:8][CH:9]=4)=[N:24][CH:23]=[N:22][C:21]=2[CH2:20]1)[C:13]1[CH:14]=[CH:15][CH:16]=[CH:17][CH:18]=1. The yield is 0.700. (2) The reactants are Br[C:2]1[C:11]2[C:6](=[CH:7][CH:8]=[CH:9][CH:10]=2)[N:5]=[C:4]([CH3:12])[CH:3]=1.[Li]CCCC.[CH:18]([C:20]1[CH:29]=[CH:28][C:23]([C:24]([O:26][CH3:27])=[O:25])=[CH:22][CH:21]=1)=[O:19].[Li]. The catalyst is C1COCC1. The product is [OH:19][CH:18]([C:2]1[C:11]2[C:6](=[CH:7][CH:8]=[CH:9][CH:10]=2)[N:5]=[C:4]([CH3:12])[CH:3]=1)[C:20]1[CH:21]=[CH:22][C:23]([C:24]([O:26][CH3:27])=[O:25])=[CH:28][CH:29]=1. The yield is 0.650. (3) The reactants are [CH3:1][O:2][CH2:3][CH2:4][S:5][C:6]1[CH:7]=[C:8]([O:31][C:32]2[C:33]([CH3:38])=[N:34][CH:35]=[CH:36][CH:37]=2)[C:9]([NH:12][C:13]2[S:17][N:16]=[C:15]([CH:18]3[CH2:23][CH2:22][N:21](C(OC(C)(C)C)=O)[CH2:20][CH2:19]3)[N:14]=2)=[N:10][CH:11]=1. The catalyst is C(O)(C(F)(F)F)=O. The product is [CH3:1][O:2][CH2:3][CH2:4][S:5][C:6]1[CH:7]=[C:8]([O:31][C:32]2[C:33]([CH3:38])=[N:34][CH:35]=[CH:36][CH:37]=2)[C:9]([NH:12][C:13]2[S:17][N:16]=[C:15]([CH:18]3[CH2:19][CH2:20][NH:21][CH2:22][CH2:23]3)[N:14]=2)=[N:10][CH:11]=1. The yield is 0.966. (4) The catalyst is CCCCCC. The yield is 0.970. The reactants are [Cl:1][C:2]1[CH:10]=[CH:9][C:5]([C:6](O)=[O:7])=[CH:4][C:3]=1[S:11](=[O:14])(=[O:13])[NH2:12].S(Cl)([Cl:17])=O. The product is [Cl:1][C:2]1[CH:10]=[CH:9][C:5]([C:6]([Cl:17])=[O:7])=[CH:4][C:3]=1[S:11](=[O:14])(=[O:13])[NH2:12]. (5) The reactants are [CH2:1]([O:8][C:9]1[CH:14]=[CH:13][C:12]([C@H:15]2[N:18]([C:19]3[CH:24]=[CH:23][C:22]([F:25])=[CH:21][CH:20]=3)[C:17](=[O:26])[C@@H:16]2[CH2:27][CH2:28][C:29]2([C:34]3[CH:39]=[CH:38][C:37]([F:40])=[CH:36][CH:35]=3)OCC[O:30]2)=[CH:11][CH:10]=1)[C:2]1[CH:7]=[CH:6][CH:5]=[CH:4][CH:3]=1.O.C1(C)C=CC(S(O)(=O)=O)=CC=1. The catalyst is CC(C)=O. The product is [CH2:1]([O:8][C:9]1[CH:10]=[CH:11][C:12]([C@H:15]2[N:18]([C:19]3[CH:24]=[CH:23][C:22]([F:25])=[CH:21][CH:20]=3)[C:17](=[O:26])[C@@H:16]2[CH2:27][CH2:28][C:29]([C:34]2[CH:39]=[CH:38][C:37]([F:40])=[CH:36][CH:35]=2)=[O:30])=[CH:13][CH:14]=1)[C:2]1[CH:3]=[CH:4][CH:5]=[CH:6][CH:7]=1. The yield is 0.990.